From a dataset of Catalyst prediction with 721,799 reactions and 888 catalyst types from USPTO. Predict which catalyst facilitates the given reaction. Product: [C:7]([C:9]1[CH:14]=[C:13]([F:15])[CH:12]=[CH:11][C:10]=1[O:16][CH2:2][C:3]([OH:5])=[O:4])(=[O:8])[CH3:6]. The catalyst class is: 6. Reactant: Cl[CH2:2][C:3]([OH:5])=[O:4].[CH3:6][C:7]([C:9]1[CH:14]=[C:13]([F:15])[CH:12]=[CH:11][C:10]=1[OH:16])=[O:8].[OH-].[Na+].